This data is from Catalyst prediction with 721,799 reactions and 888 catalyst types from USPTO. The task is: Predict which catalyst facilitates the given reaction. Reactant: O.ON1C2C=CC=CC=2N=N1.C(N(CC)CC)C.Cl.[C:20]([CH2:22][C:23]1[C:32]([O:33][CH3:34])=[C:31]2[O:35][C:36]([CH3:39])([CH3:38])[CH2:37][C:30]2=[C:29]2[C:24]=1[CH2:25][C:26]([CH3:50])([CH3:49])[N:27]=[C:28]2[C:40]1[CH:41]=[C:42]([CH:46]=[CH:47][CH:48]=1)[C:43]([OH:45])=O)#[N:21].Cl.[NH2:52][C:53]([CH3:60])([CH3:59])[C:54]([O:56][CH2:57][CH3:58])=[O:55]. Product: [CH2:57]([O:56][C:54](=[O:55])[C:53]([CH3:60])([CH3:59])[NH:52][C:43](=[O:45])[C:42]1[CH:46]=[CH:47][CH:48]=[C:40]([C:28]2[C:29]3[C:24](=[C:23]([CH2:22][C:20]#[N:21])[C:32]([O:33][CH3:34])=[C:31]4[O:35][C:36]([CH3:39])([CH3:38])[CH2:37][C:30]4=3)[CH2:25][C:26]([CH3:50])([CH3:49])[N:27]=2)[CH:41]=1)[CH3:58]. The catalyst class is: 9.